From a dataset of Forward reaction prediction with 1.9M reactions from USPTO patents (1976-2016). Predict the product of the given reaction. Given the reactants [CH2:1]([O:8][C:9]1[CH:10]=[C:11]([CH2:17][C:18]([O:20][CH3:21])=[O:19])[CH:12]=[C:13]([O:15]C)[CH:14]=1)C1C=CC=CC=1, predict the reaction product. The product is: [OH:15][C:13]1[CH:12]=[C:11]([CH2:17][C:18]([O:20][CH3:21])=[O:19])[CH:10]=[C:9]([O:8][CH3:1])[CH:14]=1.